This data is from Ames mutagenicity test results for genotoxicity prediction. The task is: Regression/Classification. Given a drug SMILES string, predict its toxicity properties. Task type varies by dataset: regression for continuous values (e.g., LD50, hERG inhibition percentage) or binary classification for toxic/non-toxic outcomes (e.g., AMES mutagenicity, cardiotoxicity, hepatotoxicity). Dataset: ames. (1) The drug is CCCCCCCC[C@H]1CO1. The result is 0 (non-mutagenic). (2) The drug is c1cc2c3c(cccc3c1)[C@H]1N[C@@H]21. The result is 1 (mutagenic). (3) The compound is Oc1cccc2ccc3c4ccccc4ccc3c12. The result is 1 (mutagenic). (4) The result is 1 (mutagenic). The molecule is Cc1c(N(C)C)c(=O)n(-c2ccccc2)n1C. (5) The molecule is O=[N+]([O-])c1cc2c3c(c1)CCc1cccc(c1-3)CC2. The result is 1 (mutagenic). (6) The compound is CCCCCCCCS(=O)C(C)Cc1ccc2c(c1)OCO2. The result is 0 (non-mutagenic). (7) The molecule is COc1cc(OC)c(OC)cc1C=O. The result is 0 (non-mutagenic). (8) The result is 1 (mutagenic). The molecule is CC(/C=C(\C#N)c1ccc(Cl)c(Cl)c1)C(c1ccccc1)C(C#N)c1ccc(Cl)c(Cl)c1. (9) The molecule is C=C(Cl)Cl. The result is 1 (mutagenic).